From a dataset of Full USPTO retrosynthesis dataset with 1.9M reactions from patents (1976-2016). Predict the reactants needed to synthesize the given product. Given the product [Cl:6][C:33]1[CH:38]=[CH:37][C:36]([CH:35]([CH2:22][CH:20]=[CH2:21])[CH:34]([C:33]2[CH:38]=[CH:37][C:36]([C:4]([NH:2][CH2:1][CH2:9][C:10]([O:12][CH3:13])=[O:11])=[O:5])=[CH:35][CH:34]=2)[CH2:33][CH2:38][CH3:37])=[CH:35][CH:34]=1, predict the reactants needed to synthesize it. The reactants are: [CH3:1][N:2]([CH:4]=[O:5])C.[ClH:6].NC[CH2:9][C:10]([O:12][CH3:13])=[O:11].CCN([CH:20]([CH3:22])[CH3:21])C(C)C.F[P-](F)(F)(F)(F)F.N1(O[P+](N(C)C)(N(C)C)N(C)C)[C:34]2[CH:35]=[CH:36][CH:37]=[CH:38][C:33]=2N=N1.